Predict the reaction yield, written as a fraction of the theoretical maximum amount of product (1.0 means a 100% yield; for example, 0.34 means a 34% yield). From a dataset of Reaction yield outcomes from USPTO patents with 853,638 reactions. (1) The reactants are [C:1]([C:3]1[CH:4]=[C:5]([NH:9][C:10]([O:12][CH2:13][CH2:14][C:15]2[C:20]([CH2:21][CH3:22])=[CH:19][C:18](B(O)O)=[CH:17][C:16]=2[CH2:26][CH3:27])=[O:11])[CH:6]=[CH:7][CH:8]=1)#[N:2].[NH2:28][C:29]1[CH:30]=[C:31]2[C:36](=[CH:37][CH:38]=1)[C:35]([N:39]([C:47]([O:49][C:50]([CH3:53])([CH3:52])[CH3:51])=[O:48])[C:40]([O:42][C:43]([CH3:46])([CH3:45])[CH3:44])=[O:41])=[N:34][CH:33]=[CH:32]2.O.[C:55]([OH:59])(=[O:58])[CH:56]=O. No catalyst specified. The product is [C:50]([O:49][C:47]([N:39]([C:40]([O:42][C:43]([CH3:44])([CH3:45])[CH3:46])=[O:41])[C:35]1[C:36]2[C:31](=[CH:30][C:29]([NH:28][CH:56]([C:18]3[CH:19]=[C:20]([CH2:21][CH3:22])[C:15]([CH2:14][CH2:13][O:12][C:10](=[O:11])[NH:9][C:5]4[CH:6]=[CH:7][CH:8]=[C:3]([C:1]#[N:2])[CH:4]=4)=[C:16]([CH2:26][CH3:27])[CH:17]=3)[C:55]([OH:59])=[O:58])=[CH:38][CH:37]=2)[CH:32]=[CH:33][N:34]=1)=[O:48])([CH3:53])([CH3:52])[CH3:51]. The yield is 0.750. (2) The reactants are [CH2:1]([O:4][C@H:5]1[CH2:9][N:8]([C:10]([O:12][C:13]([CH3:16])([CH3:15])[CH3:14])=[O:11])[C@@H:7]([C@H:17]2[O:21][C:20]([CH3:23])([CH3:22])[N:19](C(OCC3C=CC=CC=3)=O)[C@H:18]2[CH2:34][C:35]2[CH:40]=[CH:39][CH:38]=[CH:37][CH:36]=2)[CH2:6]1)[CH:2]=[CH2:3]. The catalyst is C(OCC)(=O)C. The product is [CH2:34]([C@H:18]1[C@@H:17]([C@H:7]2[CH2:6][C@@H:5]([O:4][CH2:1][CH2:2][CH3:3])[CH2:9][N:8]2[C:10]([O:12][C:13]([CH3:16])([CH3:15])[CH3:14])=[O:11])[O:21][C:20]([CH3:22])([CH3:23])[NH:19]1)[C:35]1[CH:40]=[CH:39][CH:38]=[CH:37][CH:36]=1. The yield is 1.00.